From a dataset of Full USPTO retrosynthesis dataset with 1.9M reactions from patents (1976-2016). Predict the reactants needed to synthesize the given product. (1) The reactants are: [OH-].[Na+].[C:3](Cl)(=[O:10])[C:4]1[CH:9]=[CH:8][CH:7]=[CH:6][CH:5]=1.[CH3:12][O:13][C:14]1[CH:15]=[C:16](/[CH:26]=[CH:27]/[C:28]2[N:42]=[C:31]3[CH:32]([CH:36]4[CH2:41][CH2:40][NH:39][CH2:38][CH2:37]4)[CH2:33][CH2:34][CH2:35][N:30]3[N:29]=2)[CH:17]=[CH:18][C:19]=1[N:20]1[CH:24]=[C:23]([CH3:25])[N:22]=[CH:21]1. Given the product [CH3:12][O:13][C:14]1[CH:15]=[C:16](/[CH:26]=[CH:27]/[C:28]2[N:42]=[C:31]3[CH:32]([CH:36]4[CH2:37][CH2:38][N:39]([C:4]5([CH:3]=[O:10])[CH:9]=[CH:8][CH:7]=[CH:6][CH2:5]5)[CH2:40][CH2:41]4)[CH2:33][CH2:34][CH2:35][N:30]3[N:29]=2)[CH:17]=[CH:18][C:19]=1[N:20]1[CH:24]=[C:23]([CH3:25])[N:22]=[CH:21]1, predict the reactants needed to synthesize it. (2) Given the product [C:52]([O:51][C:50]([NH:49][CH:46]([C:42]1[C:41]([F:57])=[C:40]([C:28]2[CH:29]=[C:8]([CH2:7][N:4]3[CH2:5][CH2:6][O:1][CH2:2][CH2:3]3)[CH:9]=[C:10]([CH2:11][O:12][C:13]3[CH:18]=[CH:17][CH:16]=[CH:15][C:14]=3[CH2:19][C:20]([O:22][C:23]([CH3:26])([CH3:25])[CH3:24])=[O:21])[CH:27]=2)[CH:45]=[CH:44][CH:43]=1)[CH2:47][F:48])=[O:56])([CH3:55])([CH3:54])[CH3:53], predict the reactants needed to synthesize it. The reactants are: [O:1]1[CH2:6][CH2:5][N:4]([CH2:7][C:8]2[CH:9]=[C:10]([CH:27]=[C:28](B3OC(C)(C)C(C)(C)O3)[CH:29]=2)[CH2:11][O:12][C:13]2[CH:18]=[CH:17][CH:16]=[CH:15][C:14]=2[CH2:19][C:20]([O:22][C:23]([CH3:26])([CH3:25])[CH3:24])=[O:21])[CH2:3][CH2:2]1.Br[C:40]1[C:41]([F:57])=[C:42]([CH:46]([NH:49][C:50](=[O:56])[O:51][C:52]([CH3:55])([CH3:54])[CH3:53])[CH2:47][F:48])[CH:43]=[CH:44][CH:45]=1.C(Cl)Cl.[O-]P([O-])([O-])=O.[K+].[K+].[K+]. (3) Given the product [Cl:1][C:2]1[CH:7]=[CH:6][C:5]([O:8][CH3:9])=[C:4]2[C:3]=1[NH:10][CH:14]=[CH:13]2, predict the reactants needed to synthesize it. The reactants are: [Cl:1][C:2]1[CH:7]=[CH:6][C:5]([O:8][CH3:9])=[CH:4][C:3]=1[N+:10]([O-])=O.[CH:13]([Mg]Br)=[CH2:14].